This data is from Forward reaction prediction with 1.9M reactions from USPTO patents (1976-2016). The task is: Predict the product of the given reaction. (1) The product is: [NH2:1][C@@H:2]([CH2:7][CH2:8][CH:9]([CH2:14][C:15]1[CH:20]=[CH:19][C:18]([O:21][CH2:22][F:23])=[CH:17][CH:16]=1)[C:10]([OH:12])=[O:11])[C:3]([OH:5])=[O:4]. Given the reactants [NH2:1][C@@H:2]([CH2:7][CH2:8][CH:9]([CH2:14][C:15]1[CH:20]=[CH:19][C:18]([O:21][CH2:22][F:23])=[CH:17][CH:16]=1)[C:10]([O:12]C)=[O:11])[C:3]([O:5]C)=[O:4].O1CCCC1, predict the reaction product. (2) Given the reactants [N+:1]([C:4]1[CH:12]=[C:11]2[C:7]([CH:8]=[N:9][N:10]2[CH2:13][O:14][CH2:15][CH2:16][Si:17]([CH3:20])([CH3:19])[CH3:18])=[CH:6][C:5]=1[C:21]1[CH:22]=[C:23]([CH:33]=[CH:34][CH:35]=1)[CH2:24][NH:25][C:26](=[O:32])[O:27][C:28]([CH3:31])([CH3:30])[CH3:29])([O-])=O, predict the reaction product. The product is: [NH2:1][C:4]1[CH:12]=[C:11]2[C:7]([CH:8]=[N:9][N:10]2[CH2:13][O:14][CH2:15][CH2:16][Si:17]([CH3:20])([CH3:19])[CH3:18])=[CH:6][C:5]=1[C:21]1[CH:22]=[C:23]([CH:33]=[CH:34][CH:35]=1)[CH2:24][NH:25][C:26](=[O:32])[O:27][C:28]([CH3:29])([CH3:30])[CH3:31]. (3) Given the reactants [N:1]1([C:5](=[O:35])[CH2:6][C:7]2[CH:8]=[CH:9][C:10]([O:13][CH2:14][CH2:15][C@H:16]3[CH2:18][C@@H:17]3[CH:19]3[CH2:24][CH2:23][N:22](C(OCC4C=CC=CC=4)=O)[CH2:21][CH2:20]3)=[N:11][CH:12]=2)[CH2:4][CH2:3][CH2:2]1.[H][H], predict the reaction product. The product is: [N:1]1([C:5](=[O:35])[CH2:6][C:7]2[CH:12]=[N:11][C:10]([O:13][CH2:14][CH2:15][C@H:16]3[CH2:18][C@@H:17]3[CH:19]3[CH2:20][CH2:21][NH:22][CH2:23][CH2:24]3)=[CH:9][CH:8]=2)[CH2:4][CH2:3][CH2:2]1. (4) The product is: [NH2:27][N:3]1[CH:4]([C:21]2[CH:26]=[CH:25][CH:24]=[CH:23][N:22]=2)[CH2:5][C:6]2[NH:7][C:8]3[CH:15]=[CH:14][C:13]([O:16][C:17]([F:20])([F:19])[F:18])=[CH:12][C:9]=3[S:10][C:11]=2[C:2]1=[O:1]. Given the reactants [O:1]=[C:2]1[C:11]2[S:10][C:9]3[CH:12]=[C:13]([O:16][C:17]([F:20])([F:19])[F:18])[CH:14]=[CH:15][C:8]=3[NH:7][C:6]=2[CH2:5][CH:4]([C:21]2[CH:26]=[CH:25][CH:24]=[CH:23][N:22]=2)[N:3]1[NH:27]C(=O)C.Cl, predict the reaction product. (5) The product is: [CH2:15]([O:14][C:12](=[O:13])[CH2:11][NH:6][C:5]1[CH:7]=[CH:8][CH:9]=[C:3]([O:2][CH3:1])[CH:4]=1)[CH3:16]. Given the reactants [CH3:1][O:2][C:3]1[CH:4]=[C:5]([CH:7]=[CH:8][CH:9]=1)[NH2:6].Br[CH2:11][C:12]([O:14][CH2:15][CH3:16])=[O:13].C(N(CC)CC)C, predict the reaction product. (6) Given the reactants Cl[CH2:2][C:3]1[C:4]([S:9][CH:10]([CH3:12])[CH3:11])=[N:5][CH:6]=[CH:7][CH:8]=1.C([O:15][C:16]([CH:18]1[CH2:20][CH:19]1[C:21]1[CH:26]=[CH:25][C:24]([OH:27])=[CH:23][C:22]=1[Cl:28])=[O:17])C, predict the reaction product. The product is: [Cl:28][C:22]1[CH:23]=[C:24]([O:27][CH2:2][C:3]2[C:4]([S:9][CH:10]([CH3:12])[CH3:11])=[N:5][CH:6]=[CH:7][CH:8]=2)[CH:25]=[CH:26][C:21]=1[CH:19]1[CH2:20][CH:18]1[C:16]([OH:17])=[O:15].